From a dataset of HIV replication inhibition screening data with 41,000+ compounds from the AIDS Antiviral Screen. Binary Classification. Given a drug SMILES string, predict its activity (active/inactive) in a high-throughput screening assay against a specified biological target. (1) The result is 0 (inactive). The drug is Cc1c(O)c2cccc(-c3ccccc3)c2oc1=O. (2) The drug is COC(N)=C(C#N)N=Cc1ccc2ccccc2c1. The result is 0 (inactive). (3) The molecule is CC(=O)Nc1cc2cc(NS(=O)(=O)c3ccc(Cl)c(Cl)c3)ccc2oc1=O. The result is 0 (inactive). (4) The compound is Cc1ccc(C)c(COCCOCn2c(=O)[nH]c(=O)c3cc(Br)ccc32)c1. The result is 0 (inactive). (5) The molecule is COc1ccc2[nH]c3c4c(c5cc(C(C)(C)C)ccc5c3c2c1)C(=O)N(c1ccccc1)C4=O. The result is 0 (inactive). (6) The compound is c1ccc2c(c1)OCc1nccn1-2. The result is 0 (inactive). (7) The compound is CCCC1(N2C(=O)c3ccc4c5c(ccc(c35)C2=O)N(C2(CCC)CCCCC2)C4=O)CCCCC1. The result is 0 (inactive). (8) The compound is CC(SSC(C)N1C(=O)c2ccccc2C1=O)N1C(=O)c2ccccc2C1=O. The result is 0 (inactive).